From a dataset of Full USPTO retrosynthesis dataset with 1.9M reactions from patents (1976-2016). Predict the reactants needed to synthesize the given product. (1) Given the product [CH:51]([O:50][C:48](=[O:49])[N:1]([C:2]1[CH:3]=[CH:4][C:5]([C:8]2[CH:13]=[CH:12][C:11]([CH2:14][C:15]3[N:16]([C:28]4[CH:33]=[CH:32][C:31]([N:34]5[CH2:35][C:36](=[O:41])[NH:37][S:38]5(=[O:40])=[O:39])=[CH:30][CH:29]=4)[CH:17]=[C:18]([C:20]4[CH:25]=[CH:24][C:23]([Cl:26])=[CH:22][C:21]=4[Cl:27])[N:19]=3)=[CH:10][CH:9]=2)=[CH:6][CH:7]=1)[CH2:43][CH:44]([CH3:46])[CH3:45])([CH3:53])[CH3:52], predict the reactants needed to synthesize it. The reactants are: [NH2:1][C:2]1[CH:7]=[CH:6][C:5]([C:8]2[CH:13]=[CH:12][C:11]([CH2:14][C:15]3[N:16]([C:28]4[CH:33]=[CH:32][C:31]([N:34]5[S:38](=[O:40])(=[O:39])[NH:37][C:36](=[O:41])[CH2:35]5)=[CH:30][CH:29]=4)[CH:17]=[C:18]([C:20]4[CH:25]=[CH:24][C:23]([Cl:26])=[CH:22][C:21]=4[Cl:27])[N:19]=3)=[CH:10][CH:9]=2)=[CH:4][CH:3]=1.Br[CH2:43][CH:44]([CH3:46])[CH3:45].Cl[C:48]([O:50][CH:51]([CH3:53])[CH3:52])=[O:49]. (2) Given the product [C:1]([O:5][C:6](=[O:19])[NH:7][C:8]1[CH:13]=[C:12]([N:14]([CH3:16])[CH3:15])[C:11]([Cl:17])=[CH:10][C:9]=1[NH:18][C:25](=[O:24])[CH2:26][C:27](=[O:47])[C:28]1[CH:33]=[CH:32][CH:31]=[C:30]([N:34]2[C:38]([CH2:39][O:40][CH:41]3[CH2:46][CH2:45][CH2:44][CH2:43][O:42]3)=[CH:37][N:36]=[N:35]2)[CH:29]=1)([CH3:4])([CH3:2])[CH3:3], predict the reactants needed to synthesize it. The reactants are: [C:1]([O:5][C:6](=[O:19])[NH:7][C:8]1[CH:13]=[C:12]([N:14]([CH3:16])[CH3:15])[C:11]([Cl:17])=[CH:10][C:9]=1[NH2:18])([CH3:4])([CH3:3])[CH3:2].C([O:24][C:25](=O)[CH2:26][C:27](=[O:47])[C:28]1[CH:33]=[CH:32][CH:31]=[C:30]([N:34]2[C:38]([CH2:39][O:40][CH:41]3[CH2:46][CH2:45][CH2:44][CH2:43][O:42]3)=[CH:37][N:36]=[N:35]2)[CH:29]=1)(C)(C)C. (3) Given the product [Cl:1][C:2]1[CH:7]=[CH:6][C:5]([C:8]2([CH2:14][N:18]([CH3:19])[CH3:17])[CH2:13][CH2:12][CH2:11][CH2:10][CH2:9]2)=[CH:4][C:3]=1[F:16], predict the reactants needed to synthesize it. The reactants are: [Cl:1][C:2]1[CH:7]=[CH:6][C:5]([C:8]2([CH:14]=O)[CH2:13][CH2:12][CH2:11][CH2:10][CH2:9]2)=[CH:4][C:3]=1[F:16].[CH3:17][NH:18][CH3:19]. (4) Given the product [O:1]1[CH2:5][CH2:4][C@@H:3]([NH:6][C:7]2[N:15]=[CH:14][N:13]=[C:12]3[C:8]=2[N:9]=[CH:10][N:11]3[C@H:16]2[C@H:17]([OH:34])[C@H:18]([OH:33])[C@@H:19]([CH2:21][S:22][C:36]3[O:37][C:38]4[CH:44]=[CH:43][CH:42]=[CH:41][C:39]=4[N:40]=3)[O:20]2)[CH2:2]1, predict the reactants needed to synthesize it. The reactants are: [O:1]1[CH2:5][CH2:4][C@@H:3]([NH:6][C:7]2[N:15]=[CH:14][N:13]=[C:12]3[C:8]=2[N:9]=[CH:10][N:11]3[C@@H:16]2[O:20][C@H:19]([CH2:21][S:22]C3C=CC=CC=3C(OC)=O)[C@@H:18]([OH:33])[C@H:17]2[OH:34])[CH2:2]1.S[C:36]1[O:37][C:38]2[CH:44]=[CH:43][CH:42]=[CH:41][C:39]=2[N:40]=1.C(C1C=CC=CC=1S)(OC)=O. (5) Given the product [F:46][C:47]1[CH:48]=[C:49]([CH:92]=[CH:93][CH:94]=1)[CH2:50][N:51]1[CH:55]=[C:54]([C:56]2[C:64]3[C:59](=[N:60][CH:61]=[C:62]([C:65]4[CH:66]=[CH:67][C:68]([N:71]5[CH2:77][CH2:76][CH2:75][N:74]([CH2:78][C@@H:79]([OH:81])[CH3:80])[CH2:73][CH2:72]5)=[CH:69][CH:70]=4)[CH:63]=3)[NH:58][CH:57]=2)[CH:53]=[N:52]1, predict the reactants needed to synthesize it. The reactants are: Cl.FC1C=C(C=CC=1)CN1C=C(C2C3C(=NC=C(C4C=CC(C5CCNCC5)=CC=4)C=3)N(S(C3C=CC(C)=CC=3)(=O)=O)C=2)C=N1.[F:46][C:47]1[CH:48]=[C:49]([CH:92]=[CH:93][CH:94]=1)[CH2:50][N:51]1[CH:55]=[C:54]([C:56]2[C:64]3[C:59](=[N:60][CH:61]=[C:62]([C:65]4[CH:70]=[CH:69][C:68]([N:71]5[CH2:77][CH2:76][CH2:75][N:74]([CH2:78][C@@H:79]([OH:81])[CH3:80])[CH2:73][CH2:72]5)=[CH:67][CH:66]=4)[CH:63]=3)[N:58](S(C3C=CC(C)=CC=3)(=O)=O)[CH:57]=2)[CH:53]=[N:52]1.[OH-].[Li+].